This data is from Forward reaction prediction with 1.9M reactions from USPTO patents (1976-2016). The task is: Predict the product of the given reaction. (1) Given the reactants FC(F)(F)C([N:5]([CH2:15][CH:16]1[CH2:21][CH2:20][N:19]([CH2:22][CH2:23][CH2:24][C:25]2[CH:26]=[C:27]([CH:32]=[CH:33][CH:34]=2)[C:28]([O:30]C)=[O:29])[CH2:18][CH2:17]1)[C@@H:6]1[CH2:8][C@H:7]1[C:9]1[CH:14]=[CH:13][CH:12]=[CH:11][CH:10]=1)=O.[OH-].[Na+], predict the reaction product. The product is: [C:9]1([C@@H:7]2[CH2:8][C@H:6]2[NH:5][CH2:15][CH:16]2[CH2:21][CH2:20][N:19]([CH2:22][CH2:23][CH2:24][C:25]3[CH:26]=[C:27]([CH:32]=[CH:33][CH:34]=3)[C:28]([OH:30])=[O:29])[CH2:18][CH2:17]2)[CH:10]=[CH:11][CH:12]=[CH:13][CH:14]=1. (2) Given the reactants [Br:1][C:2]1[CH:6]=[C:5](I)[S:4][C:3]=1[C:8]1[N:12]=[CH:11][N:10]([CH2:13][O:14][CH2:15][CH2:16][Si:17]([CH3:20])([CH3:19])[CH3:18])[N:9]=1.[N:21]1[CH:26]=[CH:25][C:24](B(O)O)=[CH:23][CH:22]=1.C(=O)([O-])[O-].[Cs+].[Cs+].O1CCOCC1, predict the reaction product. The product is: [Br:1][C:2]1[CH:6]=[C:5]([C:24]2[CH:25]=[CH:26][N:21]=[CH:22][CH:23]=2)[S:4][C:3]=1[C:8]1[N:12]=[CH:11][N:10]([CH2:13][O:14][CH2:15][CH2:16][Si:17]([CH3:20])([CH3:19])[CH3:18])[N:9]=1.